The task is: Predict the product of the given reaction.. This data is from Forward reaction prediction with 1.9M reactions from USPTO patents (1976-2016). (1) Given the reactants [Br:1]Br.[F:3][CH:4]1[CH2:12][CH2:11][C:7]2[S:8][CH:9]=[CH:10][C:6]=2[C:5]1=[O:13].S([O-])([O-])(=O)=S.[Na+].[Na+], predict the reaction product. The product is: [Br:1][C:4]1([F:3])[CH2:12][CH2:11][C:7]2[S:8][CH:9]=[CH:10][C:6]=2[C:5]1=[O:13]. (2) Given the reactants [Br:1][C:2]1[CH:6]=[C:5]([N:7]2[CH2:12][CH2:11][CH2:10]C[CH:8]2[CH:13]=O)[S:4][C:3]=1[C:15]#[N:16].S(O)(O)(=O)=O.[NH2:22][OH:23].O.O.O.C([O-])(=O)C.[Na+], predict the reaction product. The product is: [Br:1][C:2]1[CH:6]=[C:5]([N:7]([CH2:8][CH:13]=[N:22][OH:23])[CH2:12][CH2:11][CH3:10])[S:4][C:3]=1[C:15]#[N:16]. (3) The product is: [CH3:1][O:2][C:3](=[O:25])[CH2:4][CH2:5][CH2:6][C:7]1[CH:16]=[CH:15][CH:14]=[C:13]2[C:8]=1[CH:9]=[CH:10][C:11]([NH:17][CH2:18][C:19]1[O:20][C:21]([CH3:24])=[CH:22][CH:23]=1)=[N:12]2. Given the reactants [CH3:1][O:2][C:3](=[O:25])[CH2:4]/[CH:5]=[CH:6]/[C:7]1[CH:16]=[CH:15][CH:14]=[C:13]2[C:8]=1[CH:9]=[CH:10][C:11]([NH:17][CH2:18][C:19]1[O:20][C:21]([CH3:24])=[CH:22][CH:23]=1)=[N:12]2.[H][H], predict the reaction product. (4) Given the reactants [CH2:1]([O:3][C:4]([C:6]1[NH:7][C:8]([CH3:21])=[C:9]([C:12]2[CH:17]=[CH:16][C:15]([C:18]([OH:20])=O)=[CH:14][CH:13]=2)[C:10]=1[CH3:11])=[O:5])[CH3:2].C(Cl)(=O)C(Cl)=O.[CH2:28]([NH2:35])[C:29]1[CH:34]=[CH:33][CH:32]=[CH:31][CH:30]=1.C(=O)(O)[O-].[Na+], predict the reaction product. The product is: [CH2:1]([O:3][C:4]([C:6]1[NH:7][C:8]([CH3:21])=[C:9]([C:12]2[CH:13]=[CH:14][C:15]([C:18](=[O:20])[NH:35][CH2:28][C:29]3[CH:34]=[CH:33][CH:32]=[CH:31][CH:30]=3)=[CH:16][CH:17]=2)[C:10]=1[CH3:11])=[O:5])[CH3:2]. (5) Given the reactants NC1(C2C=CC(C3C(=O)C4C(=CC=C(F)C=4)OC=3C3C=CC=CC=3)=CC=2)CCC1.C(OC(=O)[NH:36][C:37]1([C:41]2[CH:46]=[CH:45][C:44]([C:47]3[C:48](=[O:69])[C:49]4[C:54]([O:55][C:56]=3[C:57]3[CH:62]=[CH:61][CH:60]=[CH:59][CH:58]=3)=[C:53]3[N:63]([CH:66]([CH3:68])[CH3:67])[N:64]=[CH:65][C:52]3=[CH:51][CH:50]=4)=[CH:43][CH:42]=2)[CH2:40][CH2:39][CH2:38]1)(C)(C)C.C(O)(C(F)(F)F)=O.[ClH:78], predict the reaction product. The product is: [ClH:78].[NH2:36][C:37]1([C:41]2[CH:42]=[CH:43][C:44]([C:47]3[C:48](=[O:69])[C:49]4[C:54]([O:55][C:56]=3[C:57]3[CH:62]=[CH:61][CH:60]=[CH:59][CH:58]=3)=[C:53]3[N:63]([CH:66]([CH3:67])[CH3:68])[N:64]=[CH:65][C:52]3=[CH:51][CH:50]=4)=[CH:45][CH:46]=2)[CH2:40][CH2:39][CH2:38]1. (6) Given the reactants [C:1]1([C:32]2[CH:37]=[CH:36][CH:35]=[CH:34][CH:33]=2)[CH:6]=[CH:5][C:4]([CH:7]([N:13]2[C:17]3[CH:18]=[CH:19][C:20]([NH:22][S:23]([C:26]4[CH:31]=[CH:30][CH:29]=[CH:28][CH:27]=4)(=[O:25])=[O:24])=[CH:21][C:16]=3[N:15]=[CH:14]2)[CH2:8][C:9]([O:11]C)=[O:10])=[CH:3][CH:2]=1, predict the reaction product. The product is: [C:1]1([C:32]2[CH:37]=[CH:36][CH:35]=[CH:34][CH:33]=2)[CH:2]=[CH:3][C:4]([CH:7]([N:13]2[C:17]3[CH:18]=[CH:19][C:20]([NH:22][S:23]([C:26]4[CH:31]=[CH:30][CH:29]=[CH:28][CH:27]=4)(=[O:25])=[O:24])=[CH:21][C:16]=3[N:15]=[CH:14]2)[CH2:8][C:9]([OH:11])=[O:10])=[CH:5][CH:6]=1.